From a dataset of Reaction yield outcomes from USPTO patents with 853,638 reactions. Predict the reaction yield, written as a fraction of the theoretical maximum amount of product (1.0 means a 100% yield; for example, 0.34 means a 34% yield). (1) The reactants are C(OC([N:8]1[CH2:36][CH2:35][C:11]2([O:15][N:14]=[C:13]([C:16]3[CH:21]=[CH:20][C:19]([O:22][CH2:23][C:24]4[C:33]5[C:28](=[CH:29][CH:30]=[CH:31][CH:32]=5)[N:27]=[C:26]([CH3:34])[CH:25]=4)=[CH:18][CH:17]=3)[CH2:12]2)[CH:10]([CH2:37][C:38]([O:40][CH3:41])=[O:39])[CH2:9]1)=O)(C)(C)C.C(O)(C(F)(F)F)=O. The catalyst is C(Cl)Cl. The product is [CH3:41][O:40][C:38](=[O:39])[CH2:37][CH:10]1[CH2:9][NH:8][CH2:36][CH2:35][C:11]21[O:15][N:14]=[C:13]([C:16]1[CH:21]=[CH:20][C:19]([O:22][CH2:23][C:24]3[C:33]4[C:28](=[CH:29][CH:30]=[CH:31][CH:32]=4)[N:27]=[C:26]([CH3:34])[CH:25]=3)=[CH:18][CH:17]=1)[CH2:12]2. The yield is 1.00. (2) The reactants are [Br:1][C:2]1[CH:7]=[CH:6][C:5]([NH:8][S:9]([CH2:12][CH2:13][CH2:14]Cl)(=[O:11])=[O:10])=[CH:4][CH:3]=1.C([O-])([O-])=O.[Cs+].[Cs+]. The catalyst is CN(C=O)C.CCOCC. The product is [Br:1][C:2]1[CH:7]=[CH:6][C:5]([N:8]2[CH2:14][CH2:13][CH2:12][S:9]2(=[O:11])=[O:10])=[CH:4][CH:3]=1. The yield is 0.740. (3) The reactants are [NH:1]1[C:9]2[C:4](=[CH:5][CH:6]=[CH:7][CH:8]=2)[CH2:3][C:2]1=[O:10].[CH3:11][C:12]1[CH:16]=[CH:15][S:14][C:13]=1[CH:17]=O. The catalyst is N1CCCCC1.C(O)C. The product is [CH3:11][C:12]1[CH:16]=[CH:15][S:14][C:13]=1[CH:17]=[C:3]1[C:4]2[C:9](=[CH:8][CH:7]=[CH:6][CH:5]=2)[NH:1][C:2]1=[O:10]. The yield is 0.650. (4) The reactants are [CH3:1][C@H:2]1[NH:7][C@@H:6]([CH3:8])[CH2:5][N:4]([S:9]([CH2:12][C:13]2[CH:18]=[CH:17][C:16]([N+:19]([O-])=O)=[CH:15][CH:14]=2)(=[O:11])=[O:10])[CH2:3]1. The catalyst is CO.[Pd]. The product is [CH3:1][C@H:2]1[NH:7][C@@H:6]([CH3:8])[CH2:5][N:4]([S:9]([CH2:12][C:13]2[CH:18]=[CH:17][C:16]([NH2:19])=[CH:15][CH:14]=2)(=[O:11])=[O:10])[CH2:3]1. The yield is 1.00. (5) The reactants are [F:1][C:2]([F:7])([F:6])[C:3]([OH:5])=[O:4].[Cl:8][C:9]1[C:10]([NH:31][C@@H:32]2[C@@H:37]3[CH2:38][C@@H:34]([CH:35]=[CH:36]3)[C@@H:33]2[C:39]([NH2:41])=[O:40])=[C:11]2[N:17]=[C:16](C3C=CC(CN4CCOCC4)=CC=3)[NH:15][C:12]2=[N:13][CH:14]=1.NC1C(N)=C(N[C@@H]2[C@@H]3C[C@@H](C=C3)[C@@H]2C(N)=O)C(Cl)=CN=1.[N:62]1([CH2:68][C:69]2[CH:70]=[C:71]([CH:74]=[CH:75][CH:76]=2)C=O)[CH2:67][CH2:66][O:65][CH2:64][CH2:63]1. No catalyst specified. The product is [F:1][C:2]([F:7])([F:6])[C:3]([OH:5])=[O:4].[Cl:8][C:9]1[C:10]([NH:31][C@@H:32]2[C@@H:37]3[CH2:38][C@@H:34]([CH:35]=[CH:36]3)[C@@H:33]2[C:39]([NH2:41])=[O:40])=[C:11]2[N:17]=[C:16]([C:71]3[CH:74]=[CH:75][CH:76]=[C:69]([CH2:68][N:62]4[CH2:67][CH2:66][O:65][CH2:64][CH2:63]4)[CH:70]=3)[NH:15][C:12]2=[N:13][CH:14]=1. The yield is 0.770.